This data is from Full USPTO retrosynthesis dataset with 1.9M reactions from patents (1976-2016). The task is: Predict the reactants needed to synthesize the given product. (1) Given the product [O:19]=[C:15]1[CH:14]=[C:13]([NH:12][C:10](=[O:11])[C:9]2[CH:20]=[CH:21][C:22]([C:24]([F:27])([F:26])[F:25])=[CH:23][C:8]=2[O:37][C:34]2[CH:35]=[CH:36][C:31]([O:30][C:29]([F:28])([F:38])[F:39])=[CH:32][CH:33]=2)[CH:18]=[CH:17][NH:16]1, predict the reactants needed to synthesize it. The reactants are: C([O-])([O-])=O.[Cs+].[Cs+].F[C:8]1[CH:23]=[C:22]([C:24]([F:27])([F:26])[F:25])[CH:21]=[CH:20][C:9]=1[C:10]([NH:12][C:13]1[CH:18]=[CH:17][NH:16][C:15](=[O:19])[CH:14]=1)=[O:11].[F:28][C:29]([F:39])([F:38])[O:30][C:31]1[CH:36]=[CH:35][C:34]([OH:37])=[CH:33][CH:32]=1. (2) The reactants are: [Br:1][C:2]1[CH:11]=[CH:10][C:9]2[N:8]=[CH:7][C:6]3[NH:12][C:13](=[O:26])[N:14]([C:15]4[CH:20]=[CH:19][C:18]([C:21]([CH3:25])([CH3:24])[C:22]#[N:23])=[CH:17][CH:16]=4)[C:5]=3[C:4]=2[CH:3]=1.C(N(CC)CC)C.[F:34][C:35]([F:47])([F:46])[C:36]1[CH:37]=[C:38]([S:42](Cl)(=[O:44])=[O:43])[CH:39]=[CH:40][CH:41]=1.O. Given the product [Br:1][C:2]1[CH:11]=[CH:10][C:9]2[N:8]=[CH:7][C:6]3[N:12]([S:42]([C:38]4[CH:39]=[CH:40][CH:41]=[C:36]([C:35]([F:34])([F:46])[F:47])[CH:37]=4)(=[O:44])=[O:43])[C:13](=[O:26])[N:14]([C:15]4[CH:20]=[CH:19][C:18]([C:21]([CH3:24])([CH3:25])[C:22]#[N:23])=[CH:17][CH:16]=4)[C:5]=3[C:4]=2[CH:3]=1, predict the reactants needed to synthesize it. (3) Given the product [SH:6][C:4]1[N:5]=[C:11]([C:13]2[S:14][CH:15]=[CH:16][CH:17]=2)[CH:10]=[C:9]([C:8]([F:20])([F:7])[F:19])[C:3]=1[C:1]#[N:2], predict the reactants needed to synthesize it. The reactants are: [C:1]([CH2:3][C:4](=[S:6])[NH2:5])#[N:2].[F:7][C:8]([F:20])([F:19])[C:9](=O)[CH2:10][C:11]([C:13]1[S:14][CH:15]=[CH:16][CH:17]=1)=O.C(N(CC)CC)C. (4) Given the product [OH:22][CH:21]([CH2:23][N:25]1[CH2:30][CH2:29][O:28][CH2:27][CH2:26]1)[CH2:20][O:19][C:16]1[CH:17]=[CH:18][C:13]([C:8]2[C:7](=[O:24])[C:6]3[C:11](=[CH:12][C:3]([O:2][CH3:1])=[CH:4][CH:5]=3)[O:10][CH:9]=2)=[CH:14][CH:15]=1, predict the reactants needed to synthesize it. The reactants are: [CH3:1][O:2][C:3]1[CH:12]=[C:11]2[C:6]([C:7](=[O:24])[C:8]([C:13]3[CH:18]=[CH:17][C:16]([O:19][CH2:20][CH:21]4[CH2:23][O:22]4)=[CH:15][CH:14]=3)=[CH:9][O:10]2)=[CH:5][CH:4]=1.[NH:25]1[CH2:30][CH2:29][O:28][CH2:27][CH2:26]1. (5) Given the product [CH2:1]([N:8]1[CH2:12][C@H:11]([CH3:13])[C@H:10]([CH2:14][NH:15][CH2:16][C:17]2[CH:22]=[CH:21][CH:20]=[CH:19][CH:18]=2)[CH2:9]1)[C:2]1[CH:7]=[CH:6][CH:5]=[CH:4][CH:3]=1, predict the reactants needed to synthesize it. The reactants are: [CH2:1]([N:8]1[CH2:12][C@H:11]([CH3:13])[C@H:10]([CH2:14][NH2:15])[CH2:9]1)[C:2]1[CH:7]=[CH:6][CH:5]=[CH:4][CH:3]=1.[CH:16](=O)[C:17]1[CH:22]=[CH:21][CH:20]=[CH:19][CH:18]=1.C([BH3-])#N.[Na+].[OH-].[Na+]. (6) Given the product [O:39]1[C:38]2([CH2:43][CH2:44][CH:35]([N:11]3[C:7]4[CH:6]=[CH:5][N:4]=[C:3]([O:2][CH3:1])[C:8]=4[C:9]([C:12]4[CH:13]=[CH:14][C:15]([S:18]([NH2:21])(=[O:20])=[O:19])=[CH:16][CH:17]=4)=[N:10]3)[CH2:36][CH2:37]2)[O:42][CH2:41][CH2:40]1, predict the reactants needed to synthesize it. The reactants are: [CH3:1][O:2][C:3]1[C:8]2[C:9]([C:12]3[CH:17]=[CH:16][C:15]([S:18]([NH2:21])(=[O:20])=[O:19])=[CH:14][CH:13]=3)=[N:10][NH:11][C:7]=2[CH:6]=[CH:5][N:4]=1.[H-].[Na+].CC1C=CC(S(O[CH:35]2[CH2:44][CH2:43][C:38]3([O:42][CH2:41][CH2:40][O:39]3)[CH2:37][CH2:36]2)(=O)=O)=CC=1. (7) Given the product [CH3:14][N:11]1[CH2:10][CH2:9][CH:8]([C:6]2[N:7]=[C:2]([NH:27][C:28]3[CH:38]=[CH:37][C:31]4[O:32][CH2:33][C:34](=[O:36])[NH:35][C:30]=4[CH:29]=3)[C:3]3[NH:17][N:16]=[CH:15][C:4]=3[N:5]=2)[CH2:13][CH2:12]1, predict the reactants needed to synthesize it. The reactants are: Cl[C:2]1[C:3]2[C:4](=[CH:15][N:16](CC3C=CC(OC)=CC=3)[N:17]=2)[N:5]=[C:6]([CH:8]2[CH2:13][CH2:12][N:11]([CH3:14])[CH2:10][CH2:9]2)[N:7]=1.[NH2:27][C:28]1[CH:38]=[CH:37][C:31]2[O:32][CH2:33][C:34](=[O:36])[NH:35][C:30]=2[CH:29]=1.Cl. (8) Given the product [CH3:25][C@H:20]1[NH:21][C@@H:22]([CH3:24])[CH2:23][N:18]([C:16]2[CH:15]=[CH:14][C:13]([O:26][CH3:27])=[C:12]([NH:11][S:8]([C:5]3[CH:6]=[CH:7][C:2]([C:31]4[CH:32]=[CH:33][O:29][CH:30]=4)=[C:3]([F:28])[CH:4]=3)(=[O:10])=[O:9])[CH:17]=2)[CH2:19]1, predict the reactants needed to synthesize it. The reactants are: Br[C:2]1[CH:7]=[CH:6][C:5]([S:8]([NH:11][C:12]2[CH:17]=[C:16]([N:18]3[CH2:23][C@H:22]([CH3:24])[NH:21][C@H:20]([CH3:25])[CH2:19]3)[CH:15]=[CH:14][C:13]=2[O:26][CH3:27])(=[O:10])=[O:9])=[CH:4][C:3]=1[F:28].[O:29]1[CH:33]=[CH:32][C:31](B(O)O)=[CH:30]1.CC(C)([O-])C.[K+]. (9) The reactants are: [P:1]([O:8][CH2:9][CH3:10])([O:5][CH2:6][CH3:7])[O:2]CC.CS(O[CH2:16][C:17]1[C:18]([CH3:43])=[N:19][C:20]([CH2:39][CH:40]([CH3:42])[CH3:41])=[C:21]([CH2:30][NH:31][C:32]([O:34][C:35]([CH3:38])([CH3:37])[CH3:36])=[O:33])[C:22]=1[C:23]1[CH:28]=[CH:27][C:26]([CH3:29])=[CH:25][CH:24]=1)(=O)=O. Given the product [C:35]([O:34][C:32]([NH:31][CH2:30][C:21]1[C:22]([C:23]2[CH:24]=[CH:25][C:26]([CH3:29])=[CH:27][CH:28]=2)=[C:17]([CH2:16][P:1](=[O:2])([O:5][CH2:6][CH3:7])[O:8][CH2:9][CH3:10])[C:18]([CH3:43])=[N:19][C:20]=1[CH2:39][CH:40]([CH3:41])[CH3:42])=[O:33])([CH3:36])([CH3:37])[CH3:38], predict the reactants needed to synthesize it.